This data is from Full USPTO retrosynthesis dataset with 1.9M reactions from patents (1976-2016). The task is: Predict the reactants needed to synthesize the given product. (1) The reactants are: [OH-].[Na+].[CH3:3][O:4][CH2:5][CH2:6][O:7][CH2:8][CH2:9][O:10][CH2:11][CH2:12][OH:13].[S:14](Cl)([C:17]1[CH:23]=[CH:22][C:20]([CH3:21])=[CH:19][CH:18]=1)(=[O:16])=[O:15].Cl. Given the product [S:14]([C:17]1[CH:23]=[CH:22][C:20]([CH3:21])=[CH:19][CH:18]=1)([O:13][CH2:12][CH2:11][O:10][CH2:9][CH2:8][O:7][CH2:6][CH2:5][O:4][CH3:3])(=[O:16])=[O:15], predict the reactants needed to synthesize it. (2) The reactants are: [H-].[Na+].Cl.[S:4]1[C:8]2[CH:9]=[CH:10][CH:11]=[CH:12][C:7]=2[N:6]=[C:5]1[NH:13][C@@H:14]1[CH2:17][C@H:16]([OH:18])[CH2:15]1.F[C:20]1[C:25]([C:26]2[CH2:31][CH2:30][N:29]([C:32](=[O:34])[CH3:33])[CH2:28][CH:27]=2)=[CH:24][CH:23]=[CH:22][N:21]=1. Given the product [S:4]1[C:8]2[CH:9]=[CH:10][CH:11]=[CH:12][C:7]=2[N:6]=[C:5]1[NH:13][C@@H:14]1[CH2:15][C@H:16]([O:18][C:20]2[C:25]([C:26]3[CH2:31][CH2:30][N:29]([C:32](=[O:34])[CH3:33])[CH2:28][CH:27]=3)=[CH:24][CH:23]=[CH:22][N:21]=2)[CH2:17]1, predict the reactants needed to synthesize it. (3) Given the product [Cl:15][C:16]1[CH:24]=[C:23]2[C:19]([C:20]([CH:25]([OH:26])[CH2:9][C:5]3[CH:4]=[CH:3][C:8]([CH2:10][CH3:11])=[CH:7][N:6]=3)=[N:21][NH:22]2)=[CH:18][CH:17]=1, predict the reactants needed to synthesize it. The reactants are: C([C:3]1[CH:8]=[CH:7][N:6]=[C:5]([CH3:9])[CH:4]=1)C.[CH2:10]([Li])[CH2:11]CC.[Cl:15][C:16]1[CH:24]=[C:23]2[C:19]([C:20]([CH:25]=[O:26])=[N:21][NH:22]2)=[CH:18][CH:17]=1. (4) Given the product [CH:10]([NH:13][C:2]1[CH:9]=[CH:8][C:5]([C:6]#[N:7])=[CH:4][CH:3]=1)([CH3:12])[CH3:11], predict the reactants needed to synthesize it. The reactants are: F[C:2]1[CH:9]=[CH:8][C:5]([C:6]#[N:7])=[CH:4][CH:3]=1.[CH:10]([NH2:13])([CH3:12])[CH3:11]. (5) Given the product [C:1]([C:3]1[CH:9]=[CH:8][C:6]([NH:7][C:18](=[O:19])[C:17]([CH2:14][CH2:15][CH3:16])=[CH2:21])=[CH:5][C:4]=1[C:10]([F:11])([F:12])[F:13])#[N:2], predict the reactants needed to synthesize it. The reactants are: [C:1]([C:3]1[CH:9]=[CH:8][C:6]([NH2:7])=[CH:5][C:4]=1[C:10]([F:13])([F:12])[F:11])#[N:2].[CH2:14]([C:17](=[CH2:21])[C:18](O)=[O:19])[CH2:15][CH3:16]. (6) Given the product [Cl:20][C:15]1[CH:16]=[CH:17][CH:18]=[CH:19][C:14]=1[C:13]1[C:7]2[O:6][CH:5]([CH2:4][NH2:1])[CH2:9][C:8]=2[CH:10]=[CH:11][CH:12]=1, predict the reactants needed to synthesize it. The reactants are: [N:1]([CH2:4][CH:5]1[CH2:9][C:8]2[CH:10]=[CH:11][CH:12]=[C:13]([C:14]3[CH:19]=[CH:18][CH:17]=[CH:16][C:15]=3[Cl:20])[C:7]=2[O:6]1)=[N+]=[N-]. (7) Given the product [C:33]([O:32][C:31]([NH:30][C:26]1([C:23]2[CH:24]=[CH:25][C:20]([C:19]3[N:5]4[C:6]5[CH:18]=[CH:17][CH:16]=[N:15][C:7]=5[NH:8][C:9]5[CH:14]=[CH:13][CH:12]=[CH:11][C:10]=5[C:4]4=[N:3][C:2]=3[C:45]3[CH:46]=[CH:47][C:42]([C:40]([O:39][CH3:38])=[O:41])=[CH:43][CH:44]=3)=[CH:21][CH:22]=2)[CH2:27][CH2:28][CH2:29]1)=[O:37])([CH3:34])([CH3:36])[CH3:35], predict the reactants needed to synthesize it. The reactants are: Cl[C:2]1[N:3]=[C:4]2[C:10]3[CH:11]=[CH:12][CH:13]=[CH:14][C:9]=3[NH:8][C:7]3[N:15]=[CH:16][CH:17]=[CH:18][C:6]=3[N:5]2[C:19]=1[C:20]1[CH:25]=[CH:24][C:23]([C:26]2([NH:30][C:31](=[O:37])[O:32][C:33]([CH3:36])([CH3:35])[CH3:34])[CH2:29][CH2:28][CH2:27]2)=[CH:22][CH:21]=1.[CH3:38][O:39][C:40]([C:42]1[CH:47]=[CH:46][C:45](B(O)O)=[CH:44][CH:43]=1)=[O:41].C([O-])([O-])=O.[Na+].[Na+]. (8) Given the product [CH2:26]([N:22]([CH2:23][CH2:24][OH:25])[C:3]1[C:2]([C:36]2[NH:40][N:39]=[CH:38][CH:37]=2)=[CH:21][C:6]([C:7]([NH:9][C:10]2[CH:15]=[CH:14][C:13]([O:16][C:17]([F:20])([F:19])[F:18])=[CH:12][CH:11]=2)=[O:8])=[CH:5][N:4]=1)[CH3:27], predict the reactants needed to synthesize it. The reactants are: Br[C:2]1[C:3]([N:22]([CH2:26][CH3:27])[CH2:23][CH2:24][OH:25])=[N:4][CH:5]=[C:6]([CH:21]=1)[C:7]([NH:9][C:10]1[CH:15]=[CH:14][C:13]([O:16][C:17]([F:20])([F:19])[F:18])=[CH:12][CH:11]=1)=[O:8].CC1(C)C(C)(C)OB([C:36]2[N:40](COCC[Si](C)(C)C)[N:39]=[CH:38][CH:37]=2)O1. (9) Given the product [NH2:16][C@@H:13]1[CH2:14][CH2:15][N:11]([S:8]([C:7]2[C:2]([NH2:1])=[N:3][CH:4]=[C:5]([C:45]3[CH:46]=[CH:47][C:41]4[O:40][CH2:39][CH2:38][N:37]([C:29]5[C:28]6[CH2:27][C:26]([CH3:25])([CH3:51])[C:35]([CH3:36])=[CH:34][C:33]=6[N:32]=[CH:31][N:30]=5)[CH2:43][C:42]=4[CH:44]=3)[CH:6]=2)(=[O:9])=[O:10])[CH2:12]1, predict the reactants needed to synthesize it. The reactants are: [NH2:1][C:2]1[C:7]([S:8]([N:11]2[CH2:15][CH2:14][C@@H:13]([NH:16]C(=O)OC(C)(C)C)[CH2:12]2)(=[O:10])=[O:9])=[CH:6][C:5](Br)=[CH:4][N:3]=1.[CH3:25][C:26]1([CH3:51])[C:35]([CH3:36])=[CH:34][C:33]2[N:32]=[CH:31][N:30]=[C:29]([N:37]3[CH2:43][C:42]4[CH:44]=[C:45](B(O)O)[CH:46]=[CH:47][C:41]=4[O:40][CH2:39][CH2:38]3)[C:28]=2[CH2:27]1.